Dataset: Reaction yield outcomes from USPTO patents with 853,638 reactions. Task: Predict the reaction yield, written as a fraction of the theoretical maximum amount of product (1.0 means a 100% yield; for example, 0.34 means a 34% yield). The product is [CH2:27]([C@H:26]1[C@@H:22]([N:21]2[C:3]3=[C:4]4[CH:10]=[CH:9][N:8]([S:11]([C:14]5[CH:15]=[CH:16][C:17]([CH3:18])=[CH:19][CH:20]=5)(=[O:12])=[O:13])[C:5]4=[N:6][CH:7]=[C:2]3[N:1]=[CH:36]2)[CH2:23][C@@H:24]([NH:29][S:30]([CH:33]2[CH2:35][CH2:34]2)(=[O:31])=[O:32])[CH2:25]1)[CH3:28]. The reactants are [NH2:1][C:2]1[C:3]([NH:21][C@@H:22]2[C@H:26]([CH2:27][CH3:28])[CH2:25][C@H:24]([NH:29][S:30]([CH:33]3[CH2:35][CH2:34]3)(=[O:32])=[O:31])[CH2:23]2)=[C:4]2[CH:10]=[CH:9][N:8]([S:11]([C:14]3[CH:20]=[CH:19][C:17]([CH3:18])=[CH:16][CH:15]=3)(=[O:13])=[O:12])[C:5]2=[N:6][CH:7]=1.[CH:36](OC)(OC)OC.O.C1(C)C=CC(S(O)(=O)=O)=CC=1. The yield is 0.760. The catalyst is CO.CCOC(C)=O.